Dataset: Catalyst prediction with 721,799 reactions and 888 catalyst types from USPTO. Task: Predict which catalyst facilitates the given reaction. (1) Reactant: [CH3:1][O:2][CH2:3][C:4]1[CH:9]=[C:8]([N+:10]([O-:12])=[O:11])[CH:7]=[CH:6][C:5]=1[N:13]1[CH:18]=[CH:17][CH:16]=[C:15]([CH2:19][C:20](O)=[O:21])[C:14]1=[O:23].Cl. Product: [OH:21][CH2:20][CH2:19][C:15]1[C:14](=[O:23])[N:13]([C:5]2[CH:6]=[CH:7][C:8]([N+:10]([O-:12])=[O:11])=[CH:9][C:4]=2[CH2:3][O:2][CH3:1])[CH:18]=[CH:17][CH:16]=1. The catalyst class is: 54. (2) Reactant: Cl.Cl.[CH3:3][N:4]1[C:8]([NH:9][C:10](=[O:26])[C@@H:11]([NH:19][CH2:20][C:21]([O:23][CH2:24][CH3:25])=[O:22])[CH2:12][C:13]2[CH:18]=[CH:17][CH:16]=[CH:15][CH:14]=2)=[CH:7][C:6]([C:27]2[CH:32]=[CH:31][N:30]=[CH:29][CH:28]=2)=[N:5]1.CCN(C(C)C)C(C)C. Product: [CH3:3][N:4]1[C:8]([NH:9][C:10](=[O:26])[C@@H:11]([NH:19][CH2:20][C:21]([O:23][CH2:24][CH3:25])=[O:22])[CH2:12][C:13]2[CH:14]=[CH:15][CH:16]=[CH:17][CH:18]=2)=[CH:7][C:6]([C:27]2[CH:28]=[CH:29][N:30]=[CH:31][CH:32]=2)=[N:5]1. The catalyst class is: 43.